Dataset: Full USPTO retrosynthesis dataset with 1.9M reactions from patents (1976-2016). Task: Predict the reactants needed to synthesize the given product. (1) Given the product [C:2]([N+:6]([O-:7])=[CH:17][C:16]1[CH:15]=[CH:14][C:13]([S:10](=[O:12])(=[O:11])[N:9]([CH3:8])[C:21]2[CH:26]=[CH:25][CH:24]=[CH:23][CH:22]=2)=[CH:20][CH:19]=1)([CH3:5])([CH3:4])[CH3:3], predict the reactants needed to synthesize it. The reactants are: Cl.[C:2]([NH:6][OH:7])([CH3:5])([CH3:4])[CH3:3].[CH3:8][N:9]([C:21]1[CH:26]=[CH:25][CH:24]=[CH:23][CH:22]=1)[S:10]([C:13]1[CH:20]=[CH:19][C:16]([CH:17]=O)=[CH:15][CH:14]=1)(=[O:12])=[O:11]. (2) Given the product [CH3:2][C:10]1([C:19]([OH:21])=[O:20])[CH2:11][CH2:12][C:13]2[C:18](=[CH:17][CH:16]=[CH:15][CH:14]=2)[O:9]1, predict the reactants needed to synthesize it. The reactants are: O1C=CC[CH:2]1C(O)=O.[O:9]1[C:18]2[C:13](=[CH:14][CH:15]=[CH:16][CH:17]=2)[CH2:12][CH2:11][CH:10]1[C:19]([OH:21])=[O:20].CC(C)([O-])C.[K+].C[Si](C)(C)[N-][Si](C)(C)C.[K+]. (3) Given the product [OH:19][CH2:20][C:8](=[O:10])[CH:7]([C:1]1[CH:2]=[CH:3][CH:4]=[CH:5][CH:6]=1)[CH2:11][CH3:12], predict the reactants needed to synthesize it. The reactants are: [C:1]1([CH:7]([CH2:11][CH3:12])[C:8]([OH:10])=O)[CH:6]=[CH:5][CH:4]=[CH:3][CH:2]=1.S(Cl)(Cl)=O.C[Si](C)(C)[O:19][CH:20](O[Si](C)(C)C)CO[Si](C)(C)C.Cl. (4) Given the product [CH3:12][C:5]1[C:6]2[O:10][CH:9]=[CH:8][C:7]=2[CH:11]=[C:3]([OH:2])[CH:4]=1, predict the reactants needed to synthesize it. The reactants are: C[O:2][C:3]1[CH:4]=[C:5]([CH3:12])[C:6]2[O:10][CH:9]=[CH:8][C:7]=2[CH:11]=1.C([O-])([O-])=O.[K+].[K+].I[Si](C)(C)C. (5) Given the product [Cl:35][C:32]1[CH:33]=[CH:34][C:17]2[N:16]3[CH:36]=[CH:37][CH:38]=[C:15]3[C@@H:14]([CH2:13][CH2:12][N:10]3[CH:11]=[C:7]([CH2:6][C:39]#[N:40])[N:8]=[N:9]3)[O:20][C@H:19]([C:21]3[CH:26]=[CH:25][CH:24]=[C:23]([O:27][CH3:28])[C:22]=3[O:29][CH3:30])[C:18]=2[CH:31]=1, predict the reactants needed to synthesize it. The reactants are: CS(O[CH2:6][C:7]1[N:8]=[N:9][N:10]([CH2:12][CH2:13][C@H:14]2[O:20][C@H:19]([C:21]3[CH:26]=[CH:25][CH:24]=[C:23]([O:27][CH3:28])[C:22]=3[O:29][CH3:30])[C:18]3[CH:31]=[C:32]([Cl:35])[CH:33]=[CH:34][C:17]=3[N:16]3[CH:36]=[CH:37][CH:38]=[C:15]23)[CH:11]=1)(=O)=O.[C-:39]#[N:40].[Na+]. (6) The reactants are: Cl[C:2]1[C:10]2[C:6](=[N:7][O:8][N:9]=2)[C:5]([N+:11]([O-:13])=[O:12])=[CH:4][CH:3]=1.[CH2:14]([C:26]1[CH:31]=[CH:30][C:29]([S:32]([NH:35][C:36]2[S:37][C:38]([CH2:41][CH2:42][CH2:43][CH2:44][CH2:45][NH:46][CH3:47])=[N:39][N:40]=2)(=[O:34])=[O:33])=[CH:28][CH:27]=1)[CH2:15][CH2:16][CH2:17][CH2:18][CH2:19][CH2:20][CH2:21][CH2:22][CH2:23][CH2:24][CH3:25].C([O-])(O)=O.[Na+]. Given the product [CH2:14]([C:26]1[CH:27]=[CH:28][C:29]([S:32]([NH:35][C:36]2[S:37][C:38]([CH2:41][CH2:42][CH2:43][CH2:44][CH2:45][N:46]([CH3:47])[C:2]3[C:10]4[C:6](=[N:7][O:8][N:9]=4)[C:5]([N+:11]([O-:13])=[O:12])=[CH:4][CH:3]=3)=[N:39][N:40]=2)(=[O:33])=[O:34])=[CH:30][CH:31]=1)[CH2:15][CH2:16][CH2:17][CH2:18][CH2:19][CH2:20][CH2:21][CH2:22][CH2:23][CH2:24][CH3:25], predict the reactants needed to synthesize it. (7) Given the product [CH2:1]([CH:8]1[CH2:14][N:13]([CH2:15][C:16]([N:18]([CH3:38])[C:19]2[CH:24]=[CH:23][CH:22]=[CH:21][CH:20]=2)=[O:17])[C:12](=[O:25])[CH2:11][N:10]([S:26]([C:29]2[CH:30]=[CH:31][C:32]([Cl:35])=[CH:33][CH:34]=2)(=[O:28])=[O:27])[C:9]1=[O:36])[C:2]1[CH:3]=[CH:4][CH:5]=[CH:6][CH:7]=1, predict the reactants needed to synthesize it. The reactants are: [CH2:1]([CH:8]1[CH2:14][N:13]([CH2:15][C:16]([NH:18][C:19]2[CH:24]=[CH:23][CH:22]=[CH:21][CH:20]=2)=[O:17])[C:12](=[O:25])[CH2:11][N:10]([S:26]([C:29]2[CH:34]=[CH:33][C:32]([Cl:35])=[CH:31][CH:30]=2)(=[O:28])=[O:27])[C:9]1=[O:36])[C:2]1[CH:7]=[CH:6][CH:5]=[CH:4][CH:3]=1.N[C:38]1C=CC=CC=1.CNC1C=CC=CC=1.